The task is: Predict the product of the given reaction.. This data is from Forward reaction prediction with 1.9M reactions from USPTO patents (1976-2016). (1) Given the reactants C([NH:5][S:6]([C:9]1[S:10][C:11]([C:14]2[CH:19]=[CH:18][CH:17]=[C:16]([C:20]3[N:25]=[C:24]([C:26]([F:29])([F:28])[F:27])[CH:23]=[C:22]([C:30]4[CH:35]=[CH:34][C:33]([C:36]([F:39])([F:38])[F:37])=[CH:32][CH:31]=4)[N:21]=3)[CH:15]=2)=[CH:12][CH:13]=1)(=[O:8])=[O:7])(C)(C)C.C(O)(C(F)(F)F)=O, predict the reaction product. The product is: [F:29][C:26]([F:27])([F:28])[C:24]1[CH:23]=[C:22]([C:30]2[CH:31]=[CH:32][C:33]([C:36]([F:39])([F:38])[F:37])=[CH:34][CH:35]=2)[N:21]=[C:20]([C:16]2[CH:15]=[C:14]([C:11]3[S:10][C:9]([S:6]([NH2:5])(=[O:8])=[O:7])=[CH:13][CH:12]=3)[CH:19]=[CH:18][CH:17]=2)[N:25]=1. (2) Given the reactants [F:1][C:2]1[CH:3]=[C:4]2[C:9](=[CH:10][CH:11]=1)[CH:8]=[C:7]([CH:12]1[CH2:17][CH2:16][NH:15][CH2:14][CH2:13]1)[CH:6]=[CH:5]2.[O:18]1[CH2:20][C@H:19]1[CH2:21][O:22][C:23]1[C:31]2[CH:30]=[CH:29][S:28][C:27]=2[CH:26]=[CH:25][CH:24]=1, predict the reaction product. The product is: [S:28]1[CH:29]=[CH:30][C:31]2[C:23]([O:22][CH2:21][C@@H:19]([OH:18])[CH2:20][N:15]3[CH2:14][CH2:13][CH:12]([C:7]4[CH:6]=[CH:5][C:4]5[C:9](=[CH:10][CH:11]=[C:2]([F:1])[CH:3]=5)[CH:8]=4)[CH2:17][CH2:16]3)=[CH:24][CH:25]=[CH:26][C:27]1=2. (3) Given the reactants [Cl:1][C:2]1[CH:3]=[CH:4][C:5]([C:25]#[N:26])=[C:6]([C:8]2[C:13]([O:14][CH3:15])=[CH:12][N:11]([CH2:16][C:17]([O:19][C:20]([CH3:23])([CH3:22])[CH3:21])=[O:18])[C:10](=[O:24])[CH:9]=2)[CH:7]=1.FC(F)(F)S(O[CH2:33][C:34]1([C:37]([F:40])([F:39])[F:38])[CH2:36][CH2:35]1)(=O)=O, predict the reaction product. The product is: [Cl:1][C:2]1[CH:3]=[CH:4][C:5]([C:25]#[N:26])=[C:6]([C:8]2[C:13]([O:14][CH3:15])=[CH:12][N:11]([CH:16]([CH2:33][C:34]3([C:37]([F:40])([F:39])[F:38])[CH2:36][CH2:35]3)[C:17]([O:19][C:20]([CH3:21])([CH3:22])[CH3:23])=[O:18])[C:10](=[O:24])[CH:9]=2)[CH:7]=1. (4) Given the reactants [NH2:1][C@H:2]([C:26]([OH:28])=[O:27])[CH2:3][C:4](=[O:25])[NH:5][C:6]([C:19]1[CH:24]=[CH:23][CH:22]=[CH:21][CH:20]=1)([C:13]1[CH:18]=[CH:17][CH:16]=[CH:15][CH:14]=1)[C:7]1[CH:12]=[CH:11][CH:10]=[CH:9][CH:8]=1.[NH:29]([C:47]([O:49][CH2:50][C:51]1[CH:56]=[CH:55][CH:54]=[CH:53][CH:52]=1)=[O:48])[C@H:30]([C:32]([NH:34][C@H:35]([C:37](ON1C(=O)CCC1=O)=[O:38])[CH3:36])=[O:33])[CH3:31], predict the reaction product. The product is: [NH:29]([C:47]([O:49][CH2:50][C:51]1[CH:52]=[CH:53][CH:54]=[CH:55][CH:56]=1)=[O:48])[C@H:30]([C:32]([NH:34][C@H:35]([C:37]([NH:1][C@H:2]([C:26]([OH:28])=[O:27])[CH2:3][C:4](=[O:25])[NH:5][C:6]([C:13]1[CH:14]=[CH:15][CH:16]=[CH:17][CH:18]=1)([C:7]1[CH:8]=[CH:9][CH:10]=[CH:11][CH:12]=1)[C:19]1[CH:24]=[CH:23][CH:22]=[CH:21][CH:20]=1)=[O:38])[CH3:36])=[O:33])[CH3:31]. (5) The product is: [Si:43]([O:33][CH:3]([C:1]#[N:2])[CH2:4][C@H:5]1[CH2:16][CH2:15][C:14]2[S:13][C:12]3[N:11]=[CH:10][N:9]=[C:8]([O:17][CH:18]4[CH2:19][CH2:20][CH:21]([N:24]([CH3:32])[C:25](=[O:31])[O:26][C:27]([CH3:30])([CH3:28])[CH3:29])[CH2:22][CH2:23]4)[C:7]=3[C:6]1=2)([C:39]([CH3:42])([CH3:41])[CH3:40])([CH3:45])[CH3:44]. Given the reactants [C:1]([CH:3]([OH:33])[CH2:4][C@H:5]1[CH2:16][CH2:15][C:14]2[S:13][C:12]3[N:11]=[CH:10][N:9]=[C:8]([O:17][CH:18]4[CH2:23][CH2:22][CH:21]([N:24]([CH3:32])[C:25](=[O:31])[O:26][C:27]([CH3:30])([CH3:29])[CH3:28])[CH2:20][CH2:19]4)[C:7]=3[C:6]1=2)#[N:2].N1C=CN=C1.[C:39]([Si:43](Cl)([CH3:45])[CH3:44])([CH3:42])([CH3:41])[CH3:40], predict the reaction product. (6) The product is: [I:1][C:2]1[CH:3]=[CH:4][C:5]([N:8]([CH2:17][C:18]2[CH:23]=[CH:22][N:21]=[CH:20][CH:19]=2)[C:9]2[N:10]=[CH:11][CH:12]=[CH:13][N:14]=2)=[CH:6][CH:7]=1. Given the reactants [I:1][C:2]1[CH:7]=[CH:6][C:5]([NH:8][C:9]2[N:14]=[CH:13][CH:12]=[CH:11][N:10]=2)=[CH:4][CH:3]=1.Br.Br[CH2:17][C:18]1[CH:23]=[CH:22][N:21]=[CH:20][CH:19]=1.[H-].[Na+], predict the reaction product. (7) Given the reactants [Br:1][C:2]1[CH:7]=[C:6]([Cl:8])[CH:5]=[CH:4][C:3]=1[OH:9].Cl[C:11]([F:16])([F:15])C([O-])=O.[Na+].C(=O)([O-])[O-].[Cs+].[Cs+], predict the reaction product. The product is: [Cl:8][C:6]1[CH:5]=[CH:4][C:3]([O:9][CH:11]([F:16])[F:15])=[C:2]([Br:1])[CH:7]=1. (8) Given the reactants C(=O)([O-])[O-].[K+].[K+].[OH:7][C:8]1[CH:22]=[CH:21][C:11]([C:12]([NH:14][C:15]2[CH:16]=[N:17][CH:18]=[CH:19][CH:20]=2)=[O:13])=[CH:10][CH:9]=1.Cl[CH2:24][C:25]([NH:27][C:28]1[CH:33]=[CH:32][C:31]([O:34][CH3:35])=[CH:30][CH:29]=1)=[O:26], predict the reaction product. The product is: [CH3:35][O:34][C:31]1[CH:32]=[CH:33][C:28]([NH:27][C:25](=[O:26])[CH2:24][O:7][C:8]2[CH:22]=[CH:21][C:11]([C:12]([NH:14][C:15]3[CH:16]=[N:17][CH:18]=[CH:19][CH:20]=3)=[O:13])=[CH:10][CH:9]=2)=[CH:29][CH:30]=1. (9) Given the reactants [NH2:1][C:2]1[S:3][C:4]([C:8]2[CH:9]=[C:10]([NH:15][S:16]([C:19]3[CH:24]=[CH:23][CH:22]=[CH:21][CH:20]=3)(=[O:18])=[O:17])[C:11]([Cl:14])=[N:12][CH:13]=2)=[C:5]([CH3:7])[N:6]=1.[CH2:25]([O:32][CH2:33][C:34](Cl)=[O:35])[C:26]1[CH:31]=[CH:30][CH:29]=[CH:28][CH:27]=1, predict the reaction product. The product is: [C:19]1([S:16]([NH:15][C:10]2[CH:9]=[C:8]([C:4]3[S:3][C:2]([NH:1][C:34](=[O:35])[CH2:33][O:32][CH2:25][C:26]4[CH:31]=[CH:30][CH:29]=[CH:28][CH:27]=4)=[N:6][C:5]=3[CH3:7])[CH:13]=[N:12][C:11]=2[Cl:14])(=[O:18])=[O:17])[CH:20]=[CH:21][CH:22]=[CH:23][CH:24]=1.